From a dataset of Catalyst prediction with 721,799 reactions and 888 catalyst types from USPTO. Predict which catalyst facilitates the given reaction. (1) Reactant: C([O:3][C:4](=[O:40])[CH2:5][CH2:6][NH:7][C:8](=[O:39])[C:9]1[CH:14]=[C:13]([Cl:15])[C:12]([O:16][C:17]2[CH:22]=[CH:21][N:20]=[CH:19][C:18]=2[C:23]([N:25]2[C:34]3[C:29](=[CH:30][CH:31]=[CH:32][CH:33]=3)[N:28]([CH:35]3[CH2:37][CH2:36]3)[CH2:27][CH2:26]2)=[O:24])=[CH:11][C:10]=1[Cl:38])C.O.O.[OH-].[Li+]. Product: [Cl:38][C:10]1[CH:11]=[C:12]([O:16][C:17]2[CH:22]=[CH:21][N:20]=[CH:19][C:18]=2[C:23]([N:25]2[C:34]3[C:29](=[CH:30][CH:31]=[CH:32][CH:33]=3)[N:28]([CH:35]3[CH2:37][CH2:36]3)[CH2:27][CH2:26]2)=[O:24])[C:13]([Cl:15])=[CH:14][C:9]=1[C:8]([NH:7][CH2:6][CH2:5][C:4]([OH:40])=[O:3])=[O:39]. The catalyst class is: 12. (2) Reactant: [C:1]1([C:7]2[CH:8]=[CH:9][C:10]3[N:11]([C:26]4[CH:31]=[CH:30][C:29]([O:32]C)=[CH:28][CH:27]=4)[C:12]4[C:17]([C:18]=3[CH:19]=2)=[CH:16][C:15]([C:20]2[CH:25]=[CH:24][CH:23]=[CH:22][CH:21]=2)=[CH:14][CH:13]=4)[CH:6]=[CH:5][CH:4]=[CH:3][CH:2]=1.B(Br)(Br)Br. Product: [C:1]1([C:7]2[CH:8]=[CH:9][C:10]3[N:11]([C:26]4[CH:27]=[CH:28][C:29]([OH:32])=[CH:30][CH:31]=4)[C:12]4[C:17]([C:18]=3[CH:19]=2)=[CH:16][C:15]([C:20]2[CH:25]=[CH:24][CH:23]=[CH:22][CH:21]=2)=[CH:14][CH:13]=4)[CH:2]=[CH:3][CH:4]=[CH:5][CH:6]=1. The catalyst class is: 2. (3) Reactant: [O:1]1[C:6]2[CH:7]=[CH:8][C:9]([NH:11][C:12]3[CH:17]=[C:16](I)[CH:15]=[CH:14][N:13]=3)=[CH:10][C:5]=2[O:4][CH2:3][CH2:2]1.[C:19]([C:22]1[CH:27]=[CH:26][C:25](B(O)O)=[CH:24][CH:23]=1)(=[O:21])[CH3:20]. Product: [O:1]1[C:6]2[CH:7]=[CH:8][C:9]([NH:11][C:12]3[CH:17]=[C:16]([C:25]4[CH:26]=[CH:27][C:22]([C:19](=[O:21])[CH3:20])=[CH:23][CH:24]=4)[CH:15]=[CH:14][N:13]=3)=[CH:10][C:5]=2[O:4][CH2:3][CH2:2]1. The catalyst class is: 276. (4) Reactant: Cl[C:2]1[C:7]([N:8](C)[C:9](=O)C(C)(C)C)=[CH:6][CH:5]=[C:4]([C:16]2[S:17][C:18]3[CH:24]=[C:23]([O:25]COCC)[CH:22]=[CH:21][C:19]=3[N:20]=2)[N:3]=1.C(O)(C(F)(F)[F:33])=O. Product: [F:33][C:2]1[N:3]=[C:4]([C:16]2[S:17][C:18]3[CH:24]=[C:23]([OH:25])[CH:22]=[CH:21][C:19]=3[N:20]=2)[CH:5]=[CH:6][C:7]=1[NH:8][CH3:9]. The catalyst class is: 3. (5) Reactant: [O:1]([Si:9]([C:12]([CH3:15])([CH3:14])[CH3:13])([CH3:11])[CH3:10])S(C(F)(F)F)(=O)=O.O[C@@H:17]1[CH2:21][N:20]([C:22]([O:24][C:25]([CH3:28])([CH3:27])[CH3:26])=[O:23])[C@@H:19]([C:29]([O:31][CH3:32])=[O:30])[CH2:18]1.C(N(CC)CC)C. Product: [Si:9]([O:1][C@@H:17]1[CH2:21][N:20]([C:22]([O:24][C:25]([CH3:28])([CH3:27])[CH3:26])=[O:23])[C@@H:19]([C:29]([O:31][CH3:32])=[O:30])[CH2:18]1)([C:12]([CH3:15])([CH3:14])[CH3:13])([CH3:11])[CH3:10]. The catalyst class is: 2. (6) Reactant: [OH:1][CH2:2][CH2:3][NH:4][CH2:5][CH2:6][P:7](=[O:14])([O:11][CH2:12][CH3:13])[O:8][CH2:9][CH3:10].C([O-])([O-])=O.[K+].[K+].Br[CH2:22][C:23]([O:25][CH2:26][CH3:27])=[O:24]. Product: [CH2:12]([O:11][P:7]([CH2:6][CH2:5][N:4]([CH2:3][CH2:2][OH:1])[CH2:22][C:23]([O:25][CH2:26][CH3:27])=[O:24])([O:8][CH2:9][CH3:10])=[O:14])[CH3:13]. The catalyst class is: 10. (7) Reactant: [C:1]([O:5][C:6]([C@H:8]1[NH:13][C:12]([CH3:18])([C:14](OC)=[O:15])[CH2:11][C:10](=[O:19])[N:9]1[CH3:20])=[O:7])([CH3:4])([CH3:3])[CH3:2].[NH2:21][NH2:22]. Product: [C:1]([O:5][C:6]([C@H:8]1[NH:13][C:12]([CH3:18])([C:14]([NH:21][NH2:22])=[O:15])[CH2:11][C:10](=[O:19])[N:9]1[CH3:20])=[O:7])([CH3:4])([CH3:3])[CH3:2]. The catalyst class is: 14. (8) Product: [F:10][CH:8]([C:6]1[CH:5]=[CH:4][N:3]=[C:2]([I:12])[CH:7]=1)[CH3:9]. The catalyst class is: 10. Reactant: Cl[C:2]1[CH:7]=[C:6]([CH:8]([F:10])[CH3:9])[CH:5]=[CH:4][N:3]=1.[Na+].[I-:12].C(Cl)(=O)C.